From a dataset of Catalyst prediction with 721,799 reactions and 888 catalyst types from USPTO. Predict which catalyst facilitates the given reaction. (1) Product: [CH3:20][C:4]1[C:5]2([CH2:8][CH2:7][CH2:6]2)[O:9][C:10]2[C:15](=[C:14]([CH3:16])[C:13]([OH:17])=[C:12]([CH3:18])[C:11]=2[CH3:19])[CH:3]=1. The catalyst class is: 240. Reactant: CO[CH:3]1[C:15]2[C:10](=[C:11]([CH3:19])[C:12]([CH3:18])=[C:13]([OH:17])[C:14]=2[CH3:16])[O:9][C:5]2([CH2:8][CH2:7][CH2:6]2)[CH:4]1[CH3:20]. (2) Reactant: C([O:8][CH2:9][C:10]1[NH:11][C:12]([S:18][C:19]2[CH:24]=[CH:23][CH:22]=[C:21]([O:25][CH3:26])[CH:20]=2)=[C:13]([CH:15]([CH3:17])[CH3:16])[N:14]=1)C1C=CC=CC=1.Cl.C(O[C:31](=O)[C@H:32]([CH2:34][CH:35]([CH3:37])C)[NH2:33])C.[CH:39](N(C(C)C)CC)(C)C.C1(P(C2C=CC=CC=2)C2C=CC=CC=2)C=CC=CC=1. Product: [CH:15]([C:13]1[N:14]=[C:10]([CH2:9][OH:8])[N:11]([CH2:31][C:32]2[CH:34]=[CH:35][CH:37]=[CH:39][N:33]=2)[C:12]=1[S:18][C:19]1[CH:24]=[CH:23][CH:22]=[C:21]([O:25][CH3:26])[CH:20]=1)([CH3:16])[CH3:17]. The catalyst class is: 17. (3) Reactant: [Cl:1][C:2]1[C:16]([Cl:17])=[CH:15][C:5]2[NH:6][C:7]([C:9](=[O:14])[C:10]([F:13])([F:12])[F:11])=[N:8][C:4]=2[CH:3]=1.[CH2:18]([Mg]Br)[CH2:19][CH:20]=[CH2:21]. Product: [Cl:17][C:16]1[C:2]([Cl:1])=[CH:3][C:4]2[NH:8][C:7]([C:9]([OH:14])([CH2:21][CH2:20][CH:19]=[CH2:18])[C:10]([F:13])([F:11])[F:12])=[N:6][C:5]=2[CH:15]=1. The catalyst class is: 116. (4) Reactant: [CH3:1][C:2]1[CH:10]=[CH:9][C:8]([F:11])=[C:7]2[C:3]=1[C:4](=[O:13])C(=O)[NH:6]2.[OH-:14].[Na+].OO.Cl. Product: [NH2:6][C:7]1[C:8]([F:11])=[CH:9][CH:10]=[C:2]([CH3:1])[C:3]=1[C:4]([OH:13])=[O:14]. The catalyst class is: 6. (5) The catalyst class is: 203. Product: [O:22]1[C:26]2[CH:27]=[CH:28][C:29]([C:2]3[C:11]([N:12]4[CH2:16][CH2:15][CH2:14][C@@H:13]4[CH3:17])=[N:10][C:9]4[C:4](=[CH:5][CH:6]=[C:7]([C:18]([O:20][CH3:21])=[O:19])[CH:8]=4)[N:3]=3)=[CH:30][C:25]=2[O:24][CH2:23]1. Reactant: Cl[C:2]1[C:11]([N:12]2[CH2:16][CH2:15][CH2:14][C@@H:13]2[CH3:17])=[N:10][C:9]2[C:4](=[CH:5][CH:6]=[C:7]([C:18]([O:20][CH3:21])=[O:19])[CH:8]=2)[N:3]=1.[O:22]1[C:26]2[CH:27]=[CH:28][C:29](B(O)O)=[CH:30][C:25]=2[O:24][CH2:23]1.[O-]P([O-])([O-])=O.[K+].[K+].[K+]. (6) Reactant: [CH2:1]([O:8][C:9]1[C:10]2[N:11]([C:16]([C:20]([O:22][CH2:23][CH3:24])=[O:21])=[C:17]([CH3:19])[N:18]=2)[CH:12]=[C:13](Br)[CH:14]=1)[C:2]1[CH:7]=[CH:6][CH:5]=[CH:4][CH:3]=1.[CH3:25]B1OB(C)OB(C)O1.C(=O)([O-])[O-].[K+].[K+]. Product: [CH2:1]([O:8][C:9]1[C:10]2[N:11]([C:16]([C:20]([O:22][CH2:23][CH3:24])=[O:21])=[C:17]([CH3:19])[N:18]=2)[CH:12]=[C:13]([CH3:25])[CH:14]=1)[C:2]1[CH:7]=[CH:6][CH:5]=[CH:4][CH:3]=1. The catalyst class is: 77.